Dataset: Full USPTO retrosynthesis dataset with 1.9M reactions from patents (1976-2016). Task: Predict the reactants needed to synthesize the given product. (1) Given the product [C:1]([C:3]1[O:4][CH:5]=[C:6]([C:8]([O:10][CH2:11][CH3:12])=[O:9])[N:7]=1)#[N:13], predict the reactants needed to synthesize it. The reactants are: [CH:1]([C:3]1[O:4][CH:5]=[C:6]([C:8]([O:10][CH2:11][CH3:12])=[O:9])[N:7]=1)=O.[NH2:13]O.C(P1(=O)OP(CCC)(=O)OP(CCC)(=O)O1)CC. (2) Given the product [F:20][C:16]1[CH:15]=[C:14]([C:12]#[C:13][C:2]2[CH:3]=[N:4][C:5]3[N:6]([N:8]=[C:9]([CH3:11])[CH:10]=3)[CH:7]=2)[CH:19]=[CH:18][CH:17]=1, predict the reactants needed to synthesize it. The reactants are: Br[C:2]1[CH:3]=[N:4][C:5]2[N:6]([N:8]=[C:9]([CH3:11])[CH:10]=2)[CH:7]=1.[C:12]([C:14]1[CH:19]=[CH:18][CH:17]=[C:16]([F:20])[CH:15]=1)#[CH:13].